Dataset: Forward reaction prediction with 1.9M reactions from USPTO patents (1976-2016). Task: Predict the product of the given reaction. (1) Given the reactants [O:1]=[C:2]1[N:10]([CH:11]2[CH2:16][CH2:15][N:14]([C:17]([O:19][C:20]([CH3:23])([CH3:22])[CH3:21])=[O:18])[CH2:13][CH2:12]2)[C:5]2=[N:6][CH:7]=[CH:8][CH:9]=[C:4]2[NH:3]1.[H-].[Na+].Br[CH2:27][C:28]([O:30][C:31]([CH3:34])([CH3:33])[CH3:32])=[O:29], predict the reaction product. The product is: [C:31]([O:30][C:28](=[O:29])[CH2:27][N:3]1[C:4]2[C:5](=[N:6][CH:7]=[CH:8][CH:9]=2)[N:10]([CH:11]2[CH2:12][CH2:13][N:14]([C:17]([O:19][C:20]([CH3:23])([CH3:22])[CH3:21])=[O:18])[CH2:15][CH2:16]2)[C:2]1=[O:1])([CH3:34])([CH3:33])[CH3:32]. (2) Given the reactants [CH:1]1([C@H:7]2[NH:18][C:17](=[O:19])[CH2:16][CH2:15][CH:14]=[CH:13][CH2:12][C@@H:11]([CH2:20][C:21]([O:23]C(C)(C)C)=O)[C:10](=[O:28])[O:9][CH2:8]2)[CH2:6][CH2:5][CH2:4][CH2:3][CH2:2]1.FC(F)(F)C(O)=O.C1([C@H]2NC(=O)CCC=CC[C@@H](CC(O)=O)C(=O)OC2)CCCCC1.[Cl:60][C:61]1[CH:66]=[CH:65][C:64]([CH2:67][NH2:68])=[CH:63][CH:62]=1, predict the reaction product. The product is: [Cl:60][C:61]1[CH:66]=[CH:65][C:64]([CH2:67][NH:68][C:21](=[O:23])[CH2:20][C@H:11]2[C:10](=[O:28])[O:9][CH2:8][C@@H:7]([CH:1]3[CH2:2][CH2:3][CH2:4][CH2:5][CH2:6]3)[NH:18][C:17](=[O:19])[CH2:16][CH2:15][CH:14]=[CH:13][CH2:12]2)=[CH:63][CH:62]=1. (3) Given the reactants [O:1]=[C:2]1[CH2:6][CH2:5][CH2:4][CH:3]1[C:7]([O:9][CH2:10][CH3:11])=[O:8].C(=O)([O-])[O-].[K+].[K+].[CH3:18][C:19]1[CH:26]=[CH:25][C:22]([CH2:23]Br)=[CH:21][CH:20]=1, predict the reaction product. The product is: [CH3:18][C:19]1[CH:26]=[CH:25][C:22]([CH2:23][C:3]2([C:7]([O:9][CH2:10][CH3:11])=[O:8])[CH2:4][CH2:5][CH2:6][C:2]2=[O:1])=[CH:21][CH:20]=1. (4) Given the reactants [CH3:1][O:2][C:3]([C:5]1[N:6]=[C:7]([CH2:10][NH:11][CH2:12][C:13]2[CH:18]=[CH:17][C:16]([O:19][CH2:20][C:21]3[CH:26]=[CH:25][CH:24]=[CH:23][CH:22]=3)=[CH:15][CH:14]=2)[S:8][CH:9]=1)=[O:4].[C:27](=O)([O-])[O-].[K+].[K+].[C:33]1([S:39](Cl)(=[O:41])=[O:40])[CH:38]=[CH:37][CH:36]=[CH:35][CH:34]=1, predict the reaction product. The product is: [CH2:1]([O:2][C:3]([C:5]1[N:6]=[C:7]([CH2:10][N:11]([CH2:12][C:13]2[CH:18]=[CH:17][C:16]([O:19][CH2:20][C:21]3[CH:26]=[CH:25][CH:24]=[CH:23][CH:22]=3)=[CH:15][CH:14]=2)[S:39]([C:33]2[CH:38]=[CH:37][CH:36]=[CH:35][CH:34]=2)(=[O:41])=[O:40])[S:8][CH:9]=1)=[O:4])[CH3:27]. (5) Given the reactants Br[C:2]1[CH:3]=[CH:4][C:5]([Cl:20])=[C:6]([NH:8][S:9]([CH2:12][C:13]2[CH:18]=[CH:17][CH:16]=[C:15]([Cl:19])[CH:14]=2)(=[O:11])=[O:10])[CH:7]=1.[C:21]([O:25][C:26]([N:28]1[C:36]2[C:31](=[CH:32][CH:33]=[CH:34][CH:35]=2)[CH:30]=[C:29]1B(O)O)=[O:27])([CH3:24])([CH3:23])[CH3:22].[F-].[Cs+].O1CCOCC1, predict the reaction product. The product is: [C:21]([O:25][C:26]([N:28]1[C:36]2[C:31](=[CH:32][CH:33]=[CH:34][CH:35]=2)[CH:30]=[C:29]1[C:2]1[CH:3]=[CH:4][C:5]([Cl:20])=[C:6]([NH:8][S:9]([CH2:12][C:13]2[CH:18]=[CH:17][CH:16]=[C:15]([Cl:19])[CH:14]=2)(=[O:11])=[O:10])[CH:7]=1)=[O:27])([CH3:24])([CH3:22])[CH3:23]. (6) Given the reactants [O:1]1[CH2:6][CH2:5][C:4](=[N:7][OH:8])[CH2:3][CH2:2]1.[C:9]([NH:17][CH2:18][C:19]([O:21]C1C([O:21][C:19](=[O:20])[CH2:18][NH:17][C:9](=[O:16])[C:10]2[CH:15]=[CH:14][CH:13]=[CH:12][CH:11]=2)=C(I)C=CC=1)=[O:20])(=[O:16])[C:10]1[CH:15]=[CH:14][CH:13]=[CH:12][CH:11]=1, predict the reaction product. The product is: [C:9]([NH:17][CH2:18][C:19]([O:21][C:4]1([N:7]=[O:8])[CH2:5][CH2:6][O:1][CH2:2][CH2:3]1)=[O:20])(=[O:16])[C:10]1[CH:15]=[CH:14][CH:13]=[CH:12][CH:11]=1.